Dataset: Full USPTO retrosynthesis dataset with 1.9M reactions from patents (1976-2016). Task: Predict the reactants needed to synthesize the given product. (1) Given the product [C:1]([O:5][C:6]([N:8]([C:23]1[CH:24]=[CH:25][C:26]([O:29][CH2:30][CH3:31])=[CH:27][CH:28]=1)[C:9]1[N:14]2[N:15]=[CH:16][CH:17]=[C:13]2[N:12]=[C:11]([Cl:18])[C:10]=1[CH2:19][C:20]([NH:32][C@H:33]1[CH2:38][CH2:37][CH2:36][N:35]([C:39]([O:41][C:42]([CH3:45])([CH3:44])[CH3:43])=[O:40])[CH2:34]1)=[O:21])=[O:7])([CH3:3])([CH3:4])[CH3:2], predict the reactants needed to synthesize it. The reactants are: [C:1]([O:5][C:6]([N:8]([C:23]1[CH:28]=[CH:27][C:26]([O:29][CH2:30][CH3:31])=[CH:25][CH:24]=1)[C:9]1[N:14]2[N:15]=[CH:16][CH:17]=[C:13]2[N:12]=[C:11]([Cl:18])[C:10]=1[CH2:19][C:20](O)=[O:21])=[O:7])([CH3:4])([CH3:3])[CH3:2].[NH2:32][C@H:33]1[CH2:38][CH2:37][CH2:36][N:35]([C:39]([O:41][C:42]([CH3:45])([CH3:44])[CH3:43])=[O:40])[CH2:34]1.C(NC(C)C)(C)C.[Cl-].[NH4+]. (2) Given the product [F:1][C:2]([F:26])([F:27])[C:3]1[CH:4]=[C:5]([NH:9][C:10](=[O:25])[C:11](=[CH:31][C:30]2[CH:33]=[CH:34][CH:35]=[C:36]([Cl:37])[C:29]=2[Cl:28])[C:12]([NH:14][C:15]2[CH:20]=[CH:19][CH:18]=[C:17]([C:21]([F:24])([F:23])[F:22])[CH:16]=2)=[O:13])[CH:6]=[CH:7][CH:8]=1, predict the reactants needed to synthesize it. The reactants are: [F:1][C:2]([F:27])([F:26])[C:3]1[CH:4]=[C:5]([NH:9][C:10](=[O:25])[CH2:11][C:12]([NH:14][C:15]2[CH:20]=[CH:19][CH:18]=[C:17]([C:21]([F:24])([F:23])[F:22])[CH:16]=2)=[O:13])[CH:6]=[CH:7][CH:8]=1.[Cl:28][C:29]1[C:36]([Cl:37])=[CH:35][CH:34]=[CH:33][C:30]=1[CH:31]=O. (3) Given the product [Cl:1][C:2]1[CH:8]=[C:7]([O:9][C:10]2[C:19]3[C:14](=[CH:15][C:16]([O:22][CH3:23])=[C:17]([O:20][CH3:21])[CH:18]=3)[N:13]=[CH:12][N:11]=2)[CH:6]=[CH:5][C:3]=1[NH:4][C:28]([NH:41][CH2:36][CH2:37][CH2:38][CH2:39][CH3:40])=[O:34], predict the reactants needed to synthesize it. The reactants are: [Cl:1][C:2]1[CH:8]=[C:7]([O:9][C:10]2[C:19]3[C:14](=[CH:15][C:16]([O:22][CH3:23])=[C:17]([O:20][CH3:21])[CH:18]=3)[N:13]=[CH:12][N:11]=2)[CH:6]=[CH:5][C:3]=1[NH2:4].ClC(Cl)(O[C:28](=[O:34])OC(Cl)(Cl)Cl)Cl.[CH2:36]([NH2:41])[CH2:37][CH2:38][CH2:39][CH3:40].C(=O)([O-])O.[Na+]. (4) Given the product [CH3:1][O:2][C:3]1[CH:4]=[C:5]2[C:9](=[CH:10][CH:11]=1)[NH:8][C:7](=[O:12])[C@@:6]12[CH2:38][C@@H:13]1[C:14]1[CH:22]=[C:21]2[C:17]([C:18](/[CH:23]=[CH:24]/[C:25]3[CH:26]=[N:27][C:28]([N:31]4[CH2:36][CH2:35][N:34]([CH3:37])[CH2:33][CH2:32]4)=[CH:29][CH:30]=3)=[N:19][NH:20]2)=[CH:16][CH:15]=1, predict the reactants needed to synthesize it. The reactants are: [CH3:1][O:2][C:3]1[CH:4]=[C:5]2[C:9](=[CH:10][CH:11]=1)[NH:8][C:7](=[O:12])[C:6]2=[CH:13][C:14]1[CH:22]=[C:21]2[C:17]([C:18](/[CH:23]=[CH:24]/[C:25]3[CH:26]=[N:27][C:28]([N:31]4[CH2:36][CH2:35][N:34]([CH3:37])[CH2:33][CH2:32]4)=[CH:29][CH:30]=3)=[N:19][NH:20]2)=[CH:16][CH:15]=1.[CH3:38]CN(CC)CC.CCOCC.C(Cl)Cl.